Dataset: HIV replication inhibition screening data with 41,000+ compounds from the AIDS Antiviral Screen. Task: Binary Classification. Given a drug SMILES string, predict its activity (active/inactive) in a high-throughput screening assay against a specified biological target. (1) The drug is CC1OC(c2ccccc2)=CC(OCc2ccccc2)C1OCc1ccccc1. The result is 0 (inactive). (2) The drug is Cc1ccc(N2C(=O)CSC2=C(C#N)c2nc3ccccc3[nH]2)cc1. The result is 0 (inactive). (3) The drug is COP(=O)(OC)C(NC=O)P(=O)(OC)OC. The result is 0 (inactive). (4) The drug is COc1ccc(C(=C2C=CC=C2)c2ccc(OC)cc2)cc1. The result is 0 (inactive). (5) The compound is COC(=O)c1nsc(OC)c1Cl. The result is 0 (inactive). (6) The compound is COc1cc2nc(C(O)C(O)c3nc4cc(OC)c(OC)cc4[nH]3)[nH]c2cc1OC. The result is 0 (inactive). (7) The drug is FC(F)(Sc1ncccn1)c1nc(-c2ccccc2)no1. The result is 0 (inactive). (8) The molecule is O=c1[nH]c2ccccc2n1C1CCN(CCOc2ccccc2)CC1. The result is 0 (inactive).